From a dataset of Reaction yield outcomes from USPTO patents with 853,638 reactions. Predict the reaction yield, written as a fraction of the theoretical maximum amount of product (1.0 means a 100% yield; for example, 0.34 means a 34% yield). (1) The catalyst is C(OCC)(=O)C. The product is [CH3:1][O:2][C:3]([C:4]1[CH:9]=[C:8]2[C:7](=[C:6]([CH3:11])[CH:5]=1)[NH:53][CH:51]([C:16]1[CH:19]=[CH:20][CH:21]=[C:14]([Br:13])[CH:15]=1)[CH2:52][C:23]2([CH3:24])[CH3:22])=[O:12]. The reactants are [CH3:1][O:2][C:3](=[O:12])[C:4]1[CH:9]=[CH:8][C:7](N)=[C:6]([CH3:11])[CH:5]=1.[Br:13][C:14]1[CH:15]=[C:16]([CH:19]=[CH:20][CH:21]=1)C=O.[CH2:22]=[C:23](C)[CH3:24].FC(F)(F)S([O-])(=O)=O.[Yb+3].FC(F)(F)S([O-])(=O)=O.FC(F)(F)S([O-])(=O)=O.[C:51](#[N:53])[CH3:52]. The yield is 0.300. (2) The yield is 0.990. The reactants are [Se](=O)=[O:2].[F:4][C:5]1[CH:6]=[C:7]2[C:12](=[CH:13][CH:14]=1)[N:11]=[C:10]([CH3:15])[CH:9]=[CH:8]2. The product is [F:4][C:5]1[CH:6]=[C:7]2[C:12](=[CH:13][CH:14]=1)[N:11]=[C:10]([CH:15]=[O:2])[CH:9]=[CH:8]2. The catalyst is O1CCOCC1. (3) The catalyst is CS(C)=O. The reactants are [CH2:1]([O:3][C:4](=[O:9])[C:5](Br)([F:7])[F:6])[CH3:2].I[C:11]1[CH:16]=[CH:15][CH:14]=[CH:13][C:12]=1[S:17]([CH3:20])(=[O:19])=[O:18].CCOC(C)=O. The product is [CH2:1]([O:3][C:4](=[O:9])[C:5]([F:7])([F:6])[C:11]1[CH:16]=[CH:15][CH:14]=[CH:13][C:12]=1[S:17]([CH3:20])(=[O:19])=[O:18])[CH3:2]. The yield is 0.270. (4) The reactants are [Cl:1][C:2]1[C:3]2[CH2:19][CH2:18][C:17](=[O:20])[NH:16][C:4]=2[N:5]=[C:6](/[CH:8]=C/C2C=CC=CC=2)[N:7]=1.[O:21]1CCOCC1.O. No catalyst specified. The product is [Cl:1][C:2]1[C:3]2[CH2:19][CH2:18][C:17](=[O:20])[NH:16][C:4]=2[N:5]=[C:6]([CH:8]=[O:21])[N:7]=1. The yield is 0.440. (5) The reactants are [CH2:1]([O:3][C:4]1[C:8]([CH2:9][CH2:10][CH2:11][O:12][C:13]2[C:17]([CH2:18][CH2:19][CH3:20])=[CH:16][NH:15][N:14]=2)=[CH:7][N:6]([C:21]2[CH:26]=[CH:25][C:24]([C:27]([F:30])([F:29])[F:28])=[CH:23][N:22]=2)[N:5]=1)[CH3:2].[H-].[Na+].[C:33]([O:36]CBr)(=[O:35])[CH3:34].O. The catalyst is CN(C)C=O. The product is [CH2:1]([O:3][C:4]1[C:8]([CH2:9][CH2:10][CH2:11][O:12][C:13]2[C:17]([CH2:18][CH2:19][CH3:20])=[CH:16][N:15]([CH2:34][C:33]([OH:36])=[O:35])[N:14]=2)=[CH:7][N:6]([C:21]2[CH:26]=[CH:25][C:24]([C:27]([F:29])([F:28])[F:30])=[CH:23][N:22]=2)[N:5]=1)[CH3:2]. The yield is 0.720. (6) The reactants are [NH:1]([C:8]1[N:9]([C:21]2[CH:26]=[CH:25][CH:24]=[CH:23][CH:22]=2)[C:10]2[C:15]([C:16](=[O:18])[CH:17]=1)=[C:14](Cl)[N:13]=[C:12]([CH3:20])[CH:11]=2)[C:2]1[CH:7]=[CH:6][CH:5]=[CH:4][CH:3]=1.[C:27]([O-:30])([O-])=[O:28].[Cs+].[Cs+].[CH3:33][CH2:34]O. The catalyst is CN(C=O)C.CC([O-])=O.CC([O-])=O.[Pd+2].C1C=CC(P(C2C=CC=CC=2)CCCP(C2C=CC=CC=2)C2C=CC=CC=2)=CC=1. The product is [NH:1]([C:8]1[N:9]([C:21]2[CH:26]=[CH:25][CH:24]=[CH:23][CH:22]=2)[C:10]2[CH:11]=[C:12]([CH3:20])[N:13]=[C:14]([C:27]([O:30][CH2:33][CH3:34])=[O:28])[C:15]=2[C:16](=[O:18])[CH:17]=1)[C:2]1[CH:7]=[CH:6][CH:5]=[CH:4][CH:3]=1. The yield is 0.710. (7) The yield is 0.989. The reactants are [CH3:1][CH:2]([CH3:13])[CH2:3][CH2:4][CH:5]1[C:10](=[O:11])[CH2:9][CH2:8][CH2:7][C:6]1=[O:12].[CH2:14](O)[CH:15]([CH3:17])[CH3:16].O. The product is [CH3:1][CH:2]([CH3:13])[CH2:3][CH2:4][C:5]1[C:10](=[O:11])[CH2:9][CH2:8][CH2:7][C:6]=1[O:12][CH2:14][CH:15]([CH3:17])[CH3:16]. The catalyst is C1C=CC=CC=1.C1(C)C=CC(S(O)(=O)=O)=CC=1.